The task is: Predict the reactants needed to synthesize the given product.. This data is from Full USPTO retrosynthesis dataset with 1.9M reactions from patents (1976-2016). (1) The reactants are: [NH:1]([C:8]1[N:9]([C:24]2[CH:29]=[CH:28][CH:27]=[CH:26][CH:25]=2)[C:10]2[C:15]([C:16](=[O:18])[CH:17]=1)=[C:14]([C:19]([F:22])([F:21])[F:20])[CH:13]=[C:12](Cl)[N:11]=2)[C:2]1[CH:7]=[CH:6][CH:5]=[CH:4][CH:3]=1.[NH:30]1[CH2:35][CH2:34][CH2:33][CH2:32][CH2:31]1.Cl. Given the product [NH:1]([C:8]1[N:9]([C:24]2[CH:29]=[CH:28][CH:27]=[CH:26][CH:25]=2)[C:10]2[C:15]([C:16](=[O:18])[CH:17]=1)=[C:14]([C:19]([F:22])([F:21])[F:20])[CH:13]=[C:12]([N:30]1[CH2:35][CH2:34][CH2:33][CH2:32][CH2:31]1)[N:11]=2)[C:2]1[CH:7]=[CH:6][CH:5]=[CH:4][CH:3]=1, predict the reactants needed to synthesize it. (2) Given the product [C:24]([O:23][C:21]([N:8]([CH2:1][C:2]1[CH:7]=[CH:6][CH:5]=[CH:4][CH:3]=1)[C@H:9]([CH2:17][OH:18])[CH2:10][C:11]1[CH:16]=[CH:15][CH:14]=[CH:13][CH:12]=1)=[O:22])([CH3:27])([CH3:26])[CH3:25], predict the reactants needed to synthesize it. The reactants are: [CH2:1]([NH:8][C@H:9]([CH2:17][OH:18])[CH2:10][C:11]1[CH:16]=[CH:15][CH:14]=[CH:13][CH:12]=1)[C:2]1[CH:7]=[CH:6][CH:5]=[CH:4][CH:3]=1.CO.[C:21](O[C:21]([O:23][C:24]([CH3:27])([CH3:26])[CH3:25])=[O:22])([O:23][C:24]([CH3:27])([CH3:26])[CH3:25])=[O:22]. (3) Given the product [NH2:16][C:15]1[C:6]([NH:5][CH2:4][CH2:3][CH2:2][OH:1])=[C:7]([CH:12]=[CH:13][CH:14]=1)[C:8]([O:10][CH3:11])=[O:9], predict the reactants needed to synthesize it. The reactants are: [OH:1][CH2:2][CH2:3][CH2:4][NH:5][C:6]1[C:15]([N+:16]([O-])=O)=[CH:14][CH:13]=[CH:12][C:7]=1[C:8]([O:10][CH3:11])=[O:9]. (4) The reactants are: [F:1][C:2]1[CH:3]=[C:4]([NH:12][C:13](=[O:15])[O-])[CH:5]=[CH:6][C:7]=1[C:8]([F:11])([F:10])[F:9].[CH3:16][O:17][C:18]1[CH:19]=[C:20]2[C:25](=[CH:26][C:27]=1[O:28][CH2:29][CH2:30][O:31][CH3:32])[N:24]=[CH:23][N:22]=[C:21]2[S:33][C:34]1[CH:35]=[C:36]([CH:38]=[CH:39][CH:40]=1)[NH2:37].C(N(C(C)C)CC)(C)C. Given the product [F:1][C:2]1[CH:3]=[C:4]([NH:12][C:13]([NH:37][C:36]2[CH:38]=[CH:39][CH:40]=[C:34]([S:33][C:21]3[C:20]4[C:25](=[CH:26][C:27]([O:28][CH2:29][CH2:30][O:31][CH3:32])=[C:18]([O:17][CH3:16])[CH:19]=4)[N:24]=[CH:23][N:22]=3)[CH:35]=2)=[O:15])[CH:5]=[CH:6][C:7]=1[C:8]([F:9])([F:10])[F:11], predict the reactants needed to synthesize it. (5) The reactants are: [CH3:1][C:2]([CH3:19])([CH2:5][C:6]#[C:7][C:8]1[CH:13]=[CH:12][C:11]([O:14][C:15]([F:18])([F:17])[F:16])=[CH:10][CH:9]=1)[CH2:3]O.C(C1C=CC=C(C(C)(C)C)N=1)(C)(C)C.FC(F)(F)S(OS(C(F)(F)F)(=O)=O)(=O)=O.[CH2:49]([O:51][C:52](=[O:68])[C:53]([O:56][C:57]1[CH:62]=[CH:61][C:60]([S:63]C(=O)C)=[CH:59][C:58]=1[CH3:67])([CH3:55])[CH3:54])[CH3:50].C([O-])([O-])=O.[Cs+].[Cs+]. Given the product [CH2:49]([O:51][C:52](=[O:68])[C:53]([O:56][C:57]1[CH:62]=[CH:61][C:60]([S:63][CH2:3][C:2]([CH3:19])([CH3:1])[CH2:5][C:6]#[C:7][C:8]2[CH:13]=[CH:12][C:11]([O:14][C:15]([F:18])([F:17])[F:16])=[CH:10][CH:9]=2)=[CH:59][C:58]=1[CH3:67])([CH3:54])[CH3:55])[CH3:50], predict the reactants needed to synthesize it.